From a dataset of Full USPTO retrosynthesis dataset with 1.9M reactions from patents (1976-2016). Predict the reactants needed to synthesize the given product. (1) Given the product [Cl:17][C:16]1[C:7]([CH2:6][N:36]2[CH2:40][CH2:39][CH2:38][C@@H:37]2[C:41]([NH2:43])=[O:42])=[C:8]([C:32]([F:33])([F:34])[F:35])[CH:9]=[C:10]2[C:15]=1[N:14]=[CH:13][N:12]([CH2:18][C:19]1[CH:24]=[C:23]([Cl:25])[CH:22]=[CH:21][C:20]=1[S:26]([CH2:29][CH3:30])(=[O:28])=[O:27])[C:11]2=[O:31], predict the reactants needed to synthesize it. The reactants are: CS(O[CH2:6][C:7]1[C:16]([Cl:17])=[C:15]2[C:10]([C:11](=[O:31])[N:12]([CH2:18][C:19]3[CH:24]=[C:23]([Cl:25])[CH:22]=[CH:21][C:20]=3[S:26]([CH2:29][CH3:30])(=[O:28])=[O:27])[CH:13]=[N:14]2)=[CH:9][C:8]=1[C:32]([F:35])([F:34])[F:33])(=O)=O.[NH:36]1[CH2:40][CH2:39][CH2:38][C@@H:37]1[C:41]([NH2:43])=[O:42].C(=O)([O-])[O-].[K+].[K+]. (2) Given the product [Cl:1][C:2]1[CH:3]=[C:4]2[C:8](=[CH:9][CH:10]=1)[N:7]([CH:11]1[CH2:16][CH2:15][CH2:14][CH2:13][O:12]1)[N:6]=[C:5]2[CH2:17][NH2:18], predict the reactants needed to synthesize it. The reactants are: [Cl:1][C:2]1[CH:3]=[C:4]2[C:8](=[CH:9][CH:10]=1)[N:7]([CH:11]1[CH2:16][CH2:15][CH2:14][CH2:13][O:12]1)[N:6]=[C:5]2[CH2:17][N:18]1C(=O)C2C(=CC=CC=2)C1=O.O.NN. (3) Given the product [CH2:21]([NH:20][C:18]([N:15]1[CH2:16][CH2:17][CH:12]([NH:11][C:10]2[CH:9]=[CH:8][C:7]([CH2:6][CH2:5][NH:4][CH2:54][C@H:52]([OH:53])[CH2:51][O:50][C:42]3[CH:41]=[CH:40][C:39]([OH:38])=[C:48]4[C:43]=3[CH2:44][CH2:45][C:46](=[O:49])[NH:47]4)=[CH:30][CH:29]=2)[CH2:13][CH2:14]1)=[O:19])[CH2:22][CH2:23][CH2:24][CH2:25][CH2:26][CH2:27][CH3:28], predict the reactants needed to synthesize it. The reactants are: C(O)=O.[NH2:4][CH2:5][CH2:6][C:7]1[CH:30]=[CH:29][C:10]([NH:11][CH:12]2[CH2:17][CH2:16][N:15]([C:18]([NH:20][CH2:21][CH2:22][CH2:23][CH2:24][CH2:25][CH2:26][CH2:27][CH3:28])=[O:19])[CH2:14][CH2:13]2)=[CH:9][CH:8]=1.C([O:38][C:39]1[CH:40]=[CH:41][C:42]([O:50][CH2:51][C@@H:52]2[CH2:54][O:53]2)=[C:43]2[C:48]=1[NH:47][C:46](=[O:49])[CH2:45][CH2:44]2)C1C=CC=CC=1. (4) Given the product [CH3:33][O:34][C:35]1[CH:36]=[CH:11][CH:10]=[C:9]2[C:4]=1[C:5]1[CH:26]=[CH:25][C:24]([NH:27][S:28]([CH3:31])(=[O:29])=[O:30])=[CH:23][C:6]=1[CH:7]([C:13]1[CH:18]=[CH:17][CH:16]=[C:15]([O:19][CH2:20][CH2:21][CH2:41][CH2:42][O:43][CH3:44])[CH:14]=1)[O:8]2, predict the reactants needed to synthesize it. The reactants are: COC1C=[CH:11][CH:10]=[C:9]2[C:4]=1[C:5]1[CH:26]=[CH:25][C:24]([NH:27][S:28]([CH3:31])(=[O:30])=[O:29])=[CH:23][C:6]=1[CH:7]([C:13]1[CH:18]=[CH:17][CH:16]=[C:15]([O:19][CH2:20][CH:21]=O)[CH:14]=1)[O:8]2.[Br-].[CH3:33][O:34][CH2:35][CH2:36][PH3+].[OH-].[Na+].C1[CH2:44][O:43][CH2:42][CH2:41]1. (5) Given the product [Cl:1][C:2]1[CH:7]=[C:6]([Cl:8])[CH:5]=[CH:4][C:3]=1[C:9]1[N:14]=[C:13]([S:15][CH2:16][CH3:17])[N:12]2[CH:21]=[CH:22][N:18]=[C:11]2[CH:10]=1, predict the reactants needed to synthesize it. The reactants are: [Cl:1][C:2]1[CH:7]=[C:6]([Cl:8])[CH:5]=[CH:4][C:3]=1[C:9]1[N:14]=[C:13]([S:15][CH2:16][CH3:17])[N:12]=[C:11]([NH2:18])[CH:10]=1.CO[CH:21](OC)[CH2:22]Br.O1CCOCC1. (6) Given the product [CH2:23]([O:22][C:20]([C:19]1[CH:14]=[C:10]2[N:11]([CH:18]=1)[CH:12]=[CH:13][C:8]([C:7]([CH3:16])([CH3:15])[O:6][SiH2:5][C:1]([CH3:4])([CH3:3])[CH3:2])=[CH:9]2)=[O:21])[CH3:24], predict the reactants needed to synthesize it. The reactants are: [C:1]([SiH2:5][O:6][C:7]([CH3:16])([CH3:15])[C:8]1[CH:13]=[CH:12][N:11]=[C:10]([CH3:14])[CH:9]=1)([CH3:4])([CH3:3])[CH3:2].Br[CH2:18][C:19](=O)[C:20]([O:22][CH2:23][CH3:24])=[O:21].C([O-])(O)=O.[Na+]. (7) Given the product [Cl:1][C:2]1[S:6][C:5]([S:7]([N:10]=[C:16]=[O:17])(=[O:9])=[O:8])=[CH:4][CH:3]=1, predict the reactants needed to synthesize it. The reactants are: [Cl:1][C:2]1[S:6][C:5]([S:7]([NH2:10])(=[O:9])=[O:8])=[CH:4][CH:3]=1.C(N=[C:16]=[O:17])CCC.C1N2CCN(CC2)C1.C(Cl)(Cl)=O.